This data is from Catalyst prediction with 721,799 reactions and 888 catalyst types from USPTO. The task is: Predict which catalyst facilitates the given reaction. (1) The catalyst class is: 5. Product: [CH3:31][O:30][C:28]([C@@H:7]1[CH2:6][C@H:5]([OH:4])[C:19](=[O:20])[C@H:18]2[C@@:8]1([CH3:27])[CH2:9][CH2:10][C@H:11]1[C@:17]2([CH3:21])[CH2:16][C@@H:15]([C:22]2[CH:23]=[CH:24][O:25][CH:26]=2)[O:14][C:12]1=[O:13])=[O:29]. Reactant: CC([O:4][C@@H:5]1[C:19](=[O:20])[C@H:18]2[C@@:8]([CH3:27])([CH2:9][CH2:10][C@@H:11]3[C@:17]2([CH3:21])[CH2:16][C@@H:15]([C:22]2[CH:23]=[CH:24][O:25][CH:26]=2)[O:14][C:12]3=[O:13])[C@H:7]([C:28]([O:30][CH3:31])=[O:29])[CH2:6]1)=O.C([O-])([O-])=O.[Na+].[Na+]. (2) Reactant: [CH3:1][C:2]1([CH3:31])[O:6][C@H:5]([C:7]([N:9]2[CH2:14][CH2:13][C:12]([C:15]3[C:20]([F:21])=[CH:19][C:18]([N:22]4[CH2:26][C@H:25]([CH2:27][OH:28])[O:24][C:23]4=[O:29])=[CH:17][C:16]=3[F:30])=[CH:11][CH2:10]2)=[O:8])[CH2:4][O:3]1.C(N(CC)CC)C.[CH3:39][S:40](Cl)(=[O:42])=[O:41].C(=O)(O)[O-].[Na+]. Product: [CH3:1][C:2]1([CH3:31])[O:6][C@H:5]([C:7]([N:9]2[CH2:14][CH2:13][C:12]([C:15]3[C:16]([F:30])=[CH:17][C:18]([N:22]4[CH2:26][C@H:25]([CH2:27][O:28][S:40]([CH3:39])(=[O:42])=[O:41])[O:24][C:23]4=[O:29])=[CH:19][C:20]=3[F:21])=[CH:11][CH2:10]2)=[O:8])[CH2:4][O:3]1. The catalyst class is: 4. (3) Reactant: CN1CCOCC1.ClC(OCC)=O.[C:14]([O:18][C:19]([NH:21][C@H:22]([C:34](O)=[O:35])[CH2:23][CH2:24][CH2:25][NH:26][C:27]([O:29][C:30]([CH3:33])([CH3:32])[CH3:31])=[O:28])=[O:20])([CH3:17])([CH3:16])[CH3:15].[H-].[Al+3].[Li+].[H-].[H-].[H-].[OH-].[Na+]. Product: [C:30]([O:29][C:27]([NH:26][CH2:25][CH2:24][CH2:23][C@H:22]([NH:21][C:19](=[O:20])[O:18][C:14]([CH3:17])([CH3:16])[CH3:15])[CH2:34][OH:35])=[O:28])([CH3:32])([CH3:33])[CH3:31]. The catalyst class is: 30. (4) Reactant: C1C=CC2N(O)N=NC=2C=1.C(N=C=NCCCN(C)C)C.[C:22]([C:24]1[CH:25]=[C:26]2[C:31](=[CH:32][CH:33]=1)[N:30]=[C:29]([C:34]1[CH:39]=[CH:38][CH:37]=[CH:36][CH:35]=1)[CH:28]=[C:27]2[C:40](O)=[O:41])#[N:23].C(N(CC)CC)C.[NH2:50][C:51]1[O:52][C:53]([C:56]2[O:57][CH:58]=[CH:59][CH:60]=2)=[N:54][N:55]=1. Product: [C:22]([C:24]1[CH:25]=[C:26]2[C:31](=[CH:32][CH:33]=1)[N:30]=[C:29]([C:34]1[CH:35]=[CH:36][CH:37]=[CH:38][CH:39]=1)[CH:28]=[C:27]2[C:40]([NH:50][C:51]1[O:52][C:53]([C:56]2[O:57][CH:58]=[CH:59][CH:60]=2)=[N:54][N:55]=1)=[O:41])#[N:23]. The catalyst class is: 9. (5) Reactant: [S:1]1[CH:5]=[CH:4][CH:3]=[C:2]1[S:6]([NH:9][C:10]1[CH:11]=[CH:12][CH:13]=[C:14]2[C:18]=1[NH:17][C:16]([C:19]1[S:20][CH:21]([CH2:24][C:25]([OH:27])=O)[CH2:22][N:23]=1)=[CH:15]2)(=[O:8])=[O:7].C[N:29](C)C=O.Cl.CN(C)CCCN=C=NCC. Product: [S:1]1[CH:5]=[CH:4][CH:3]=[C:2]1[S:6]([NH:9][C:10]1[CH:11]=[CH:12][CH:13]=[C:14]2[C:18]=1[NH:17][C:16]([C:19]1[S:20][CH:21]([CH2:24][C:25]([NH2:29])=[O:27])[CH2:22][N:23]=1)=[CH:15]2)(=[O:7])=[O:8]. The catalyst class is: 13.